From a dataset of Forward reaction prediction with 1.9M reactions from USPTO patents (1976-2016). Predict the product of the given reaction. (1) Given the reactants [CH2:1]([O:3][C:4]([C:6]1[CH:7]=[N:8][CH:9]=[C:10](B2OC(C)(C)C(C)(C)O2)[CH:11]=1)=[O:5])[CH3:2].Cl[C:22]1[N:27]=[N:26][C:25]([N:28]2[CH2:31][CH:30]([OH:32])[CH2:29]2)=[CH:24][CH:23]=1.C1(P(C2CCCCC2)C2CCCCC2)CCCCC1.P([O-])([O-])([O-])=O.[K+].[K+].[K+], predict the reaction product. The product is: [OH:32][CH:30]1[CH2:31][N:28]([C:25]2[N:26]=[N:27][C:22]([C:10]3[CH:9]=[N:8][CH:7]=[C:6]([CH:11]=3)[C:4]([O:3][CH2:1][CH3:2])=[O:5])=[CH:23][CH:24]=2)[CH2:29]1. (2) The product is: [F:1][C:2]1[C:3]([C:9]2[N:10]([CH:15]3[CH2:20][CH2:19][O:18][CH2:17][CH2:16]3)[C:11]([CH3:14])=[N:12][CH:13]=2)=[N:4][C:5]([NH:8][C:22]2[CH:23]=[CH:24][C:25]([C:28]([O:30][CH3:31])=[O:29])=[N:26][CH:27]=2)=[N:6][CH:7]=1. Given the reactants [F:1][C:2]1[C:3]([C:9]2[N:10]([CH:15]3[CH2:20][CH2:19][O:18][CH2:17][CH2:16]3)[C:11]([CH3:14])=[N:12][CH:13]=2)=[N:4][C:5]([NH2:8])=[N:6][CH:7]=1.Br[C:22]1[CH:23]=[CH:24][C:25]([C:28]([O:30][CH3:31])=[O:29])=[N:26][CH:27]=1.C([O-])([O-])=O.[Cs+].[Cs+].CC(C1C=C(C(C)C)C(C2C=CC=CC=2P(C2CCCCC2)C2CCCCC2)=C(C(C)C)C=1)C, predict the reaction product. (3) Given the reactants [NH2:1][C:2]1[N:7]=[C:6]([NH:8][C:9]([C:11]2[C:12]([CH3:24])=[N:13][N:14](COCC[Si](C)(C)C)[CH:15]=2)=[O:10])[CH:5]=[CH:4][C:3]=1[C:25]1[CH:30]=[CH:29][CH:28]=[CH:27][C:26]=1[O:31][C:32]([F:35])([F:34])[F:33].NC1N=C(NC(C2C(C)N(COCC[Si](C)(C)C)NC=2)=O)C=CC=1C1C=CC=CC=1OC(F)(F)F.Cl, predict the reaction product. The product is: [NH2:1][C:2]1[N:7]=[C:6]([NH:8][C:9]([C:11]2[C:12]([CH3:24])=[N:13][NH:14][CH:15]=2)=[O:10])[CH:5]=[CH:4][C:3]=1[C:25]1[CH:30]=[CH:29][CH:28]=[CH:27][C:26]=1[O:31][C:32]([F:33])([F:35])[F:34]. (4) Given the reactants Br[C:2]1[CH:3]=[C:4]([CH2:9][NH:10][C:11]([C:13]2[CH:18]=[CH:17][CH:16]=[C:15]([C:19]([NH:21][CH2:22][C:23]3[C:24]([NH:36][CH:37]4[CH2:42][CH2:41][O:40][CH2:39][CH2:38]4)=[C:25]4[CH:33]=[N:32][N:31]([CH2:34][CH3:35])[C:26]4=[N:27][C:28]=3[CH2:29][CH3:30])=[O:20])[N:14]=2)=[O:12])[CH:5]=[CH:6][C:7]=1[CH3:8].[CH3:43][C@H:44]1[CH2:49][N:48]([CH2:50][C:51]2[CH:56]=[CH:55][CH:54]=[C:53](B3OC(C)(C)C(C)(C)O3)[CH:52]=2)[CH2:47][CH2:46][N:45]1[C:66]([O:68][C:69]([CH3:72])([CH3:71])[CH3:70])=[O:67].C([O-])([O-])=O.[Na+].[Na+], predict the reaction product. The product is: [CH2:34]([N:31]1[C:26]2=[N:27][C:28]([CH2:29][CH3:30])=[C:23]([CH2:22][NH:21][C:19]([C:15]3[N:14]=[C:13]([C:11]([NH:10][CH2:9][C:4]4[CH:5]=[CH:6][C:7]([CH3:8])=[C:2]([C:55]5[CH:54]=[CH:53][CH:52]=[C:51]([CH2:50][N:48]6[CH2:47][CH2:46][N:45]([C:66]([O:68][C:69]([CH3:72])([CH3:71])[CH3:70])=[O:67])[C@@H:44]([CH3:43])[CH2:49]6)[CH:56]=5)[CH:3]=4)=[O:12])[CH:18]=[CH:17][CH:16]=3)=[O:20])[C:24]([NH:36][CH:37]3[CH2:42][CH2:41][O:40][CH2:39][CH2:38]3)=[C:25]2[CH:33]=[N:32]1)[CH3:35]. (5) Given the reactants [P:1]([O:8][CH2:9][CH3:10])([O:5][CH2:6][CH3:7])[O:2]CC.ClC[C:13]1[C:22]2[C:17](=[CH:18]C=C[CH:21]=2)[CH:16]=[CH:15][CH:14]=1.[CH2:23](Cl)C, predict the reaction product. The product is: [CH3:23][P:1](=[O:2])([O:5][C:6]1[C:7]2[C:14](=[CH:15][CH:16]=[CH:17][CH:18]=2)[CH:13]=[CH:22][CH:21]=1)[O:8][CH2:9][CH3:10]. (6) The product is: [Cl:1][C:2]1[CH:7]=[C:6]([F:8])[CH:5]=[CH:4][C:3]=1[C@H:9]1[C:14]([C:15]([O:17][CH2:18][CH3:19])=[O:16])=[C:13]([CH2:20][Br:33])[NH:12][C:11]([C:21]2[S:22][CH:23]=[CH:24][N:25]=2)=[N:10]1. Given the reactants [Cl:1][C:2]1[CH:7]=[C:6]([F:8])[CH:5]=[CH:4][C:3]=1[C@H:9]1[C:14]([C:15]([O:17][CH2:18][CH3:19])=[O:16])=[C:13]([CH3:20])[NH:12][C:11]([C:21]2[S:22][CH:23]=[CH:24][N:25]=2)=[N:10]1.C1C(=O)N([Br:33])C(=O)C1, predict the reaction product. (7) Given the reactants [F:1][C:2]1[CH:7]=[CH:6][C:5]([C:8](=[O:38])[CH2:9][N:10]2[C:15](=[O:16])[C:14]([CH2:17][C:18]3[CH:23]=[CH:22][C:21]([C:24]4[C:25]([C:30]#[N:31])=[CH:26][CH:27]=[CH:28][CH:29]=4)=[CH:20][CH:19]=3)=[C:13]([CH2:32][CH2:33][CH3:34])[N:12]3[N:35]=[CH:36][N:37]=[C:11]23)=[CH:4][CH:3]=1.[BH4-].[Na+], predict the reaction product. The product is: [F:1][C:2]1[CH:7]=[CH:6][C:5]([CH:8]([OH:38])[CH2:9][N:10]2[C:15](=[O:16])[C:14]([CH2:17][C:18]3[CH:23]=[CH:22][C:21]([C:24]4[C:25]([C:30]#[N:31])=[CH:26][CH:27]=[CH:28][CH:29]=4)=[CH:20][CH:19]=3)=[C:13]([CH2:32][CH2:33][CH3:34])[N:12]3[N:35]=[CH:36][N:37]=[C:11]23)=[CH:4][CH:3]=1.